This data is from Full USPTO retrosynthesis dataset with 1.9M reactions from patents (1976-2016). The task is: Predict the reactants needed to synthesize the given product. (1) Given the product [Cl:1][C:2]1[CH:3]=[CH:4][C:5]([C:8]2[S:9][C:10]([CH:13]([O:15][C:16]3[CH2:20][CH2:19][C:18](=[O:21])[CH:17]=3)[CH3:14])=[CH:11][N:12]=2)=[CH:6][CH:7]=1, predict the reactants needed to synthesize it. The reactants are: [Cl:1][C:2]1[CH:7]=[CH:6][C:5]([C:8]2[S:9][C:10]([CH:13]([OH:15])[CH3:14])=[CH:11][N:12]=2)=[CH:4][CH:3]=1.[C:16]1(=O)[CH2:20][CH2:19][C:18](=[O:21])[CH2:17]1.C1(P(C2C=CC=CC=2)C2C=CC=CC=2)C=CC=CC=1.CC(OC(/N=N/C(OC(C)C)=O)=O)C. (2) Given the product [Cl:37][C:2]1[N:7]=[C:6]([NH:8][CH2:9][C:10]2[CH:15]=[CH:14][C:13]([O:16][CH3:17])=[C:12]([Cl:18])[CH:11]=2)[C:5]([C:19]([O:21][CH2:22][CH3:23])=[O:20])=[CH:4][N:3]=1, predict the reactants needed to synthesize it. The reactants are: O[C:2]1[N:7]=[C:6]([NH:8][CH2:9][C:10]2[CH:15]=[CH:14][C:13]([O:16][CH3:17])=[C:12]([Cl:18])[CH:11]=2)[C:5]([C:19]([O:21][CH2:22][CH3:23])=[O:20])=[CH:4][N:3]=1.CCN(C1C=CC=CC=1)CC.P(Cl)(Cl)([Cl:37])=O. (3) Given the product [NH2:7][C@@H:8]1[CH2:13][CH2:12][CH2:11][N:10]([C:14]2[N:22]([CH2:23][CH:24]=[C:25]([CH3:27])[CH3:26])[C:21]3[C:20](=[O:28])[N:19]([CH2:29][C:30]([C:32]4[CH:37]=[CH:36][CH:35]=[C:34]([O:38][CH3:39])[CH:33]=4)=[O:31])[CH:18]=[N:17][C:16]=3[C:15]=2[C:40]#[N:41])[CH2:9]1, predict the reactants needed to synthesize it. The reactants are: C(OC(=O)[NH:7][C@@H:8]1[CH2:13][CH2:12][CH2:11][N:10]([C:14]2[N:22]([CH2:23][CH:24]=[C:25]([CH3:27])[CH3:26])[C:21]3[C:20](=[O:28])[N:19]([CH2:29][C:30]([C:32]4[CH:37]=[CH:36][CH:35]=[C:34]([O:38][CH3:39])[CH:33]=4)=[O:31])[CH:18]=[N:17][C:16]=3[C:15]=2[C:40]#[N:41])[CH2:9]1)(C)(C)C.C(O)(C(F)(F)F)=O. (4) Given the product [CH3:58][S:59]([OH:62])(=[O:61])=[O:60].[NH2:8][CH2:9][C:10]([O:12][C@H:13]1[CH2:17][CH2:16][CH2:15][C@@H:14]1[NH:18][C:19]1[CH:24]=[C:23]([N:25]2[C:33]3[CH2:32][C:31]([CH3:34])([CH3:35])[CH2:30][C:29](=[O:36])[C:28]=3[C:27]([C:37]([F:38])([F:40])[F:39])=[N:26]2)[CH:22]=[CH:21][C:20]=1[C:41](=[O:43])[NH2:42])=[O:11], predict the reactants needed to synthesize it. The reactants are: C(OC([NH:8][CH2:9][C:10]([O:12][C@H:13]1[CH2:17][CH2:16][CH2:15][C@@H:14]1[NH:18][C:19]1[CH:24]=[C:23]([N:25]2[C:33]3[CH2:32][C:31]([CH3:35])([CH3:34])[CH2:30][C:29](=[O:36])[C:28]=3[C:27]([C:37]([F:40])([F:39])[F:38])=[N:26]2)[CH:22]=[CH:21][C:20]=1[C:41](=[O:43])[NH2:42])=[O:11])=O)(C)(C)C.FC(F)(F)C(O)=O.C1(C)C=CC=CC=1.[CH3:58][S:59]([OH:62])(=[O:61])=[O:60]. (5) The reactants are: [N+:1]([C:4]1[CH:5]=[C:6]([CH:8]=[CH:9][CH:10]=1)[NH2:7])([O-:3])=[O:2].[CH2:11]([O:13][C:14](=[O:28])[CH:15]([CH2:19][C:20](=O)[C:21]1[CH:26]=[CH:25][CH:24]=[CH:23][CH:22]=1)[C:16](=O)[CH3:17])[CH3:12].CC1C=CC(S(O)(=O)=O)=CC=1. Given the product [CH2:11]([O:13][C:14]([C:15]1[CH:19]=[C:20]([C:21]2[CH:22]=[CH:23][CH:24]=[CH:25][CH:26]=2)[N:7]([C:6]2[CH:8]=[CH:9][CH:10]=[C:4]([N+:1]([O-:3])=[O:2])[CH:5]=2)[C:16]=1[CH3:17])=[O:28])[CH3:12], predict the reactants needed to synthesize it. (6) Given the product [Cl:1][C:2]1[CH:3]=[CH:4][C:5]([C:8]2([C:11]([N:13]3[CH2:18][C@@H:17]([OH:16])[CH2:19][C@H:14]3[C:15]([NH:22][C:23]3([C:26]#[N:27])[CH2:25][CH2:24]3)=[O:20])=[O:12])[CH2:9][CH2:10]2)=[CH:6][CH:7]=1, predict the reactants needed to synthesize it. The reactants are: [Cl:1][C:2]1[CH:7]=[CH:6][C:5]([C:8]2([C:11]([N:13]3[CH2:18][C@@H:17]4[CH2:19][C@H:14]3[C:15](=[O:20])[O:16]4)=[O:12])[CH2:10][CH2:9]2)=[CH:4][CH:3]=1.Cl.[NH2:22][C:23]1([C:26]#[N:27])[CH2:25][CH2:24]1.C(C(CCCC)C([O-])=O)C.[Na+].Cl.[Cl-].[Na+]. (7) Given the product [NH2:17][C:15]1[CH:14]=[C:13]([CH3:20])[C:12]([NH:22][S:23]([C:26]2[CH:31]=[CH:30][C:29]([CH3:32])=[CH:28][CH:27]=2)(=[O:25])=[O:24])=[C:11]([CH3:9])[CH:16]=1, predict the reactants needed to synthesize it. The reactants are: S(S([O-])=O)([O-])=O.[Na+].[Na+].[CH2:9]([C:11]1[CH:16]=[C:15]([N+:17]([O-])=O)[CH:14]=[C:13]([CH2:20]C)[C:12]=1[NH:22][S:23]([C:26]1[CH:31]=[CH:30][C:29]([CH3:32])=[CH:28][CH:27]=1)(=[O:25])=[O:24])C.C(=O)([O-])[O-].[K+].[K+]. (8) Given the product [F:1][C:2]1[CH:7]=[CH:6][CH:5]=[CH:4][C:3]=1[C:8]1[CH2:17][C:16](=[O:18])[C:15]2[C:10](=[CH:11][CH:12]=[C:13]([O:21][CH3:22])[C:14]=2[OH:19])[N:9]=1, predict the reactants needed to synthesize it. The reactants are: [F:1][C:2]1[CH:7]=[CH:6][CH:5]=[CH:4][C:3]=1[C:8]1[CH2:17][C:16](=[O:18])[C:15]2[C:10](=[CH:11][CH:12]=[C:13]([O:21][CH3:22])[C:14]=2[O:19]C)[N:9]=1.B(Cl)(Cl)Cl. (9) Given the product [CH3:3][O:2][C:4]1[CH:13]=[C:12]2[C:7]([CH:8]=[CH:9][CH:10]=[C:11]2[CH2:14][CH2:15][NH:16][C:17](=[O:19])[CH3:18])=[CH:6][CH:5]=1, predict the reactants needed to synthesize it. The reactants are: Cl.[O:2]([C:4]1[CH:13]=[C:12]2[C:7]([CH:8]=[CH:9][CH:10]=[C:11]2[CH2:14][CH2:15][NH2:16])=[CH:6][CH:5]=1)[CH3:3].[C:17]([O-])(=[O:19])[CH3:18].[Na+].C(OC(=O)C)(=O)C.O.